Dataset: Full USPTO retrosynthesis dataset with 1.9M reactions from patents (1976-2016). Task: Predict the reactants needed to synthesize the given product. Given the product [Cl:20][C:21]1[CH:22]=[C:23]([CH:28]=[CH:29][CH:30]=1)[C:24]([NH:26][NH:27][C:12](=[O:14])[C@H:11]([NH:10][C:4]1[CH:5]=[CH:6][C:7]([C:8]#[N:9])=[C:2]([Cl:1])[C:3]=1[CH3:18])[C@@H:15]([OH:17])[CH3:16])=[O:25], predict the reactants needed to synthesize it. The reactants are: [Cl:1][C:2]1[C:3]([CH2:18]C)=[C:4]([NH:10][C@H:11]([C@@H:15]([OH:17])[CH3:16])[C:12]([OH:14])=O)[CH:5]=[CH:6][C:7]=1[C:8]#[N:9].[Cl:20][C:21]1[CH:22]=[C:23]([CH:28]=[CH:29][CH:30]=1)[C:24]([NH:26][NH2:27])=[O:25].O.ON1C2C=CC=CC=2N=N1.Cl.CN(C)CCCN=C=NCC.C(N(CC)CC)C.C(O)(=O)CC(CC(O)=O)(C(O)=O)O.